From a dataset of Forward reaction prediction with 1.9M reactions from USPTO patents (1976-2016). Predict the product of the given reaction. (1) Given the reactants [CH2:1]([C:8]1[S:9][C:10]2[CH:16]=[CH:15][C:14]([C:17]3[CH:18]=[C:19]([CH:27]4[CH2:32][CH2:31][NH:30][CH2:29][CH2:28]4)[N:20]4[C:25]=3[C:24]([NH2:26])=[N:23][CH:22]=[N:21]4)=[CH:13][C:11]=2[N:12]=1)[C:2]1[CH:7]=[CH:6][CH:5]=[CH:4][CH:3]=1.[CH3:33][S:34](Cl)(=[O:36])=[O:35], predict the reaction product. The product is: [CH2:1]([C:8]1[S:9][C:10]2[CH:16]=[CH:15][C:14]([C:17]3[CH:18]=[C:19]([CH:27]4[CH2:32][CH2:31][N:30]([S:34]([CH3:33])(=[O:36])=[O:35])[CH2:29][CH2:28]4)[N:20]4[C:25]=3[C:24]([NH2:26])=[N:23][CH:22]=[N:21]4)=[CH:13][C:11]=2[N:12]=1)[C:2]1[CH:3]=[CH:4][CH:5]=[CH:6][CH:7]=1. (2) Given the reactants C(OC(=O)[NH:7][CH2:8][CH2:9][C:10](=[O:46])[N:11]1[CH2:16][CH2:15][N:14]([CH2:17][C:18]2[C:19]([C:40]3[CH:45]=[CH:44][CH:43]=[CH:42][CH:41]=3)=[N:20][C:21]3[C:26]([C:27]=2[C:28](=[O:39])[NH:29][C@H:30]([C:33]2[CH:38]=[CH:37][CH:36]=[CH:35][CH:34]=2)[CH2:31][CH3:32])=[CH:25][CH:24]=[CH:23][CH:22]=3)[CH2:13][CH2:12]1)(C)(C)C.[ClH:48], predict the reaction product. The product is: [ClH:48].[ClH:48].[C:33]1([C@@H:30]([NH:29][C:28]([C:27]2[C:26]3[C:21](=[CH:22][CH:23]=[CH:24][CH:25]=3)[N:20]=[C:19]([C:40]3[CH:41]=[CH:42][CH:43]=[CH:44][CH:45]=3)[C:18]=2[CH2:17][N:14]2[CH2:13][CH2:12][N:11]([C:10](=[O:46])[CH2:9][CH2:8][NH2:7])[CH2:16][CH2:15]2)=[O:39])[CH2:31][CH3:32])[CH:38]=[CH:37][CH:36]=[CH:35][CH:34]=1. (3) Given the reactants [CH3:1][O:2][C:3]1[CH:8]=[C:7]([CH2:9]O)[CH:6]=[CH:5][C:4]=1[C:11]1[CH:16]=[CH:15][CH:14]=[CH:13][CH:12]=1.O=S(Cl)[Cl:19], predict the reaction product. The product is: [Cl:19][CH2:9][C:7]1[CH:6]=[CH:5][C:4]([C:11]2[CH:16]=[CH:15][CH:14]=[CH:13][CH:12]=2)=[C:3]([O:2][CH3:1])[CH:8]=1. (4) Given the reactants [N:1]1[C:8]([Cl:9])=[N:7][C:5](Cl)=[N:4][C:2]=1[Cl:3].CC(C)=O.[CH3:14][NH2:15], predict the reaction product. The product is: [Cl:9][C:8]1[N:1]=[C:2]([Cl:3])[N:4]=[C:5]([NH:15][CH3:14])[N:7]=1. (5) Given the reactants C12(CO)CC3CC(CC(C3)C1)C2.[C:13]12([CH2:23][CH2:24][OH:25])[CH2:22][CH:17]3[CH2:18][CH:19]([CH2:21][CH:15]([CH2:16]3)[CH2:14]1)[CH2:20]2.[Cl:26][C:27]1[C:28](F)=[CH:29][C:30](F)=[C:31]([CH:39]=1)[C:32]([NH:34][S:35]([CH3:38])(=[O:37])=[O:36])=[O:33].ClC1C=C(C=CC=1F)C(NS(C)(=O)=O)=O, predict the reaction product. The product is: [C:13]12([CH2:23][CH2:24][O:25][C:28]3[CH:29]=[CH:30][C:31]([C:32]([NH:34][S:35]([CH3:38])(=[O:37])=[O:36])=[O:33])=[CH:39][C:27]=3[Cl:26])[CH2:20][CH:19]3[CH2:18][CH:17]([CH2:16][CH:15]([CH2:21]3)[CH2:14]1)[CH2:22]2. (6) Given the reactants Cl.O1CCOCC1.[F:8][C:9]1[CH:14]=[CH:13][C:12]([N:15]2[C:19]3[CH:20]=[C:21]4[C@:26]([C:28](=[O:39])[C:29]5[CH:34]=[C:33]([C:35]([F:38])([F:37])[F:36])[CH:32]=[CH:31][N:30]=5)([CH2:27][C:18]=3[CH:17]=[N:16]2)[CH2:25][N:24](C(OC(C)(C)C)=O)[CH2:23][CH2:22]4)=[CH:11][CH:10]=1.CCN(C(C)C)C(C)C.[CH3:56][N:57]1[CH:61]=[C:60]([S:62](Cl)(=[O:64])=[O:63])[CH:59]=[N:58]1, predict the reaction product. The product is: [F:8][C:9]1[CH:14]=[CH:13][C:12]([N:15]2[C:19]3[CH:20]=[C:21]4[C@:26]([C:28]([C:29]5[CH:34]=[C:33]([C:35]([F:38])([F:37])[F:36])[CH:32]=[CH:31][N:30]=5)=[O:39])([CH2:27][C:18]=3[CH:17]=[N:16]2)[CH2:25][N:24]([S:62]([C:60]2[CH:59]=[N:58][N:57]([CH3:56])[CH:61]=2)(=[O:64])=[O:63])[CH2:23][CH2:22]4)=[CH:11][CH:10]=1. (7) Given the reactants [Cl:1][C:2]1[CH:11]=[CH:10][C:5]([C:6]([NH:8][NH2:9])=[O:7])=[C:4]([OH:12])[CH:3]=1.[CH2:13](OC(OCC)OCC)C, predict the reaction product. The product is: [Cl:1][C:2]1[CH:11]=[CH:10][C:5]([C:6]2[O:7][CH:13]=[N:9][N:8]=2)=[C:4]([OH:12])[CH:3]=1. (8) Given the reactants Cl[C:2]1[N:3]=[C:4]([N:13]2[CH2:18][CH2:17][O:16][CH2:15][CH2:14]2)[C:5]2[S:10][C:9](I)=[C:8]([CH3:12])[C:6]=2[N:7]=1.[CH3:19][S:20]([NH:23][CH2:24][C:25]1[CH:26]=[C:27](B(O)O)[CH:28]=[CH:29][CH:30]=1)(=[O:22])=[O:21].[NH:34]1[C:42]2[C:37](=[CH:38][C:39](B3OC(C)(C)C(C)(C)O3)=[CH:40][N:41]=2)[CH:36]=[CH:35]1, predict the reaction product. The product is: [CH3:19][S:20]([NH:23][CH2:24][C:25]1[CH:26]=[CH:27][CH:28]=[C:29]([C:9]2[S:10][C:5]3[C:4]([N:13]4[CH2:18][CH2:17][O:16][CH2:15][CH2:14]4)=[N:3][C:2]([C:39]4[CH:38]=[C:37]5[CH:36]=[CH:35][NH:34][C:42]5=[N:41][CH:40]=4)=[N:7][C:6]=3[C:8]=2[CH3:12])[CH:30]=1)(=[O:22])=[O:21].